Dataset: Forward reaction prediction with 1.9M reactions from USPTO patents (1976-2016). Task: Predict the product of the given reaction. (1) Given the reactants [CH2:1]([O:3][C:4](=[O:37])[C@H:5]([OH:36])[C@H:6]([C:8]1[C:9]([O:34][CH3:35])=[CH:10][C:11]2[CH2:12][CH2:13][N:14]3[C:20]4[C:21](=[O:33])[N:22]([C:29]([CH3:32])([CH3:31])[CH3:30])[CH2:23][CH2:24][C:25]([CH3:28])([CH3:27])[CH2:26][C:19]=4[CH:18]=[C:15]3[C:16]=2[CH:17]=1)[OH:7])[CH3:2].[C:38]1(C)[CH:43]=CC(S(O)(=O)=O)=C[CH:39]=1.C(N(CC)CC)C, predict the reaction product. The product is: [C:29]([N:22]1[CH2:23][CH2:24][C:25]([CH3:27])([CH3:28])[CH2:26][C:19]2[CH:18]=[C:15]3[C:16]4[CH:17]=[C:8]([C@@H:6]5[O:7][C:38]([CH3:43])([CH3:39])[O:36][C@H:5]5[C:4]([O:3][CH2:1][CH3:2])=[O:37])[C:9]([O:34][CH3:35])=[CH:10][C:11]=4[CH2:12][CH2:13][N:14]3[C:20]=2[C:21]1=[O:33])([CH3:30])([CH3:31])[CH3:32]. (2) Given the reactants [CH2:1]([O:3][C:4](=[O:15])[C:5]1[CH:10]=[CH:9][C:8](I)=[C:7]([O:12][CH2:13][CH3:14])[CH:6]=1)[CH3:2].[F:16][C:17]1[CH:22]=[CH:21][C:20](B(O)O)=[CH:19][CH:18]=1.[O-]P([O-])([O-])=O.[K+].[K+].[K+], predict the reaction product. The product is: [CH2:1]([O:3][C:4]([C:5]1[CH:10]=[CH:9][C:8]([C:20]2[CH:21]=[CH:22][C:17]([F:16])=[CH:18][CH:19]=2)=[C:7]([O:12][CH2:13][CH3:14])[CH:6]=1)=[O:15])[CH3:2].